Dataset: Full USPTO retrosynthesis dataset with 1.9M reactions from patents (1976-2016). Task: Predict the reactants needed to synthesize the given product. (1) Given the product [Cl:21][C:2]1[CH:11]=[CH:10][CH:9]=[C:8]2[C:3]=1[CH:4]=[CH:5][CH:6]=[C:7]2[C:12]([O:14][CH2:15][CH3:16])=[O:13], predict the reactants needed to synthesize it. The reactants are: N[C:2]1[CH:11]=[CH:10][CH:9]=[C:8]2[C:3]=1[CH:4]=[CH:5][CH:6]=[C:7]2[C:12]([O:14][CH2:15][CH3:16])=[O:13].N([O-])=O.[Na+].[ClH:21]. (2) Given the product [Br:1][C:2]1[CH:15]=[CH:14][C:13]2[O:12][C:11]3[C:6](=[CH:7][C:8]([O:16][CH2:30][C:31]([CH3:34])([CH3:33])[CH3:32])=[CH:9][CH:10]=3)[C@:5]3([CH2:21][O:20][CH2:19][C:18](=[O:22])[NH:17]3)[C:4]=2[CH:3]=1, predict the reactants needed to synthesize it. The reactants are: [Br:1][C:2]1[CH:15]=[CH:14][C:13]2[O:12][C:11]3[C:6](=[CH:7][C:8]([OH:16])=[CH:9][CH:10]=3)[C:5]3([CH2:21][O:20][CH2:19][C:18](=[O:22])[NH:17]3)[C:4]=2[CH:3]=1.C(=O)([O-])[O-].[Cs+].[Cs+].I[CH2:30][C:31]([CH3:34])([CH3:33])[CH3:32]. (3) Given the product [OH:26][C@H:11]([C@H:12]1[O:17][CH2:16][CH2:15][N:14]([C:18]2[CH:23]=[CH:22][C:21]([CH3:24])=[CH:20][CH:19]=2)[C:13]1=[O:25])[C:10]1[NH:9][C:6]2[CH:7]=[CH:8][C:3]([C:1]#[N:2])=[CH:4][C:5]=2[S:28](=[O:31])(=[O:30])[N:29]=1, predict the reactants needed to synthesize it. The reactants are: [C:1]([C:3]1[CH:8]=[CH:7][C:6]([NH:9][C:10](=O)[C@H:11]([OH:26])[C@H:12]2[O:17][CH2:16][CH2:15][N:14]([C:18]3[CH:23]=[CH:22][C:21]([CH3:24])=[CH:20][CH:19]=3)[C:13]2=[O:25])=[C:5]([S:28](=[O:31])(=[O:30])[NH2:29])[CH:4]=1)#[N:2].